From a dataset of Reaction yield outcomes from USPTO patents with 853,638 reactions. Predict the reaction yield, written as a fraction of the theoretical maximum amount of product (1.0 means a 100% yield; for example, 0.34 means a 34% yield). (1) The reactants are [NH2:1][C:2]1[N:7]=[CH:6][C:5]([N:8]2[C:15](=[O:16])[CH2:14][CH:13]3[N:17]([C:18]([O:20][C:21]([CH3:24])([CH3:23])[CH3:22])=[O:19])[CH:10]([CH2:11][CH2:12]3)[CH2:9]2)=[CH:4][CH:3]=1.Cl[C:26]1[N:27]=[CH:28][C:29]2[CH:34]=[C:33]([C:35]([N:37]([CH3:39])[CH3:38])=[O:36])[N:32]([CH:40]3[CH2:45][CH2:44][CH2:43][CH2:42][CH2:41]3)[C:30]=2[N:31]=1. No catalyst specified. The product is [CH:40]1([N:32]2[C:30]3[N:31]=[C:26]([NH:1][C:2]4[N:7]=[CH:6][C:5]([N:8]5[C:15](=[O:16])[CH2:14][CH:13]6[N:17]([C:18]([O:20][C:21]([CH3:24])([CH3:23])[CH3:22])=[O:19])[CH:10]([CH2:11][CH2:12]6)[CH2:9]5)=[CH:4][CH:3]=4)[N:27]=[CH:28][C:29]=3[CH:34]=[C:33]2[C:35](=[O:36])[N:37]([CH3:38])[CH3:39])[CH2:41][CH2:42][CH2:43][CH2:44][CH2:45]1. The yield is 0.551. (2) The reactants are [OH:1][C:2]1[CH:9]=[CH:8][C:5]([C:6]#[N:7])=[CH:4][CH:3]=1.O[CH2:11][CH2:12][CH2:13][CH2:14][CH2:15][CH2:16][O:17][C:18]1[C:27]2[C:22](=[CH:23][CH:24]=[CH:25][CH:26]=2)[C:21](=[O:28])[C:20](=[O:29])[CH:19]=1.C1C=CC(P(C2C=CC=CC=2)C2C=CC=CC=2)=CC=1.CCOC(/N=N/C(OCC)=O)=O. The catalyst is O1CCOCC1. The product is [C:6]([C:5]1[CH:8]=[CH:9][C:2]([O:1][CH2:11][CH2:12][CH2:13][CH2:14][CH2:15][CH2:16][O:17][C:18]2[C:27]3[C:22](=[CH:23][CH:24]=[CH:25][CH:26]=3)[C:21](=[O:28])[C:20](=[O:29])[CH:19]=2)=[CH:3][CH:4]=1)#[N:7]. The yield is 0.530. (3) The reactants are [F:1][C:2]1[CH:7]=[CH:6][C:5]([F:8])=[CH:4][C:3]=1[C:9]1[N:10]=[C:11]2[N:15]([C:16]=1[C:17]1[N:18]=[N:19][C:20]([NH:23][NH2:24])=[CH:21][CH:22]=1)[CH:14]=[CH:13][O:12]2.F[C:26]1C=CC(F)=[CH:28][C:27]=1[C:33](=O)C.O1C=CN=[C:37]1N.C1C(=O)N(I)C(=O)C1.ClN1C=CC(I)=CN1.O.NN.CC(C)(C)C=O.C(O)(=O)C.C(O)(=O)C.IC1C=CC=CC=1. The catalyst is C(O)(=O)C.C(Cl)Cl.CO. The product is [C:27]([C:33]1[N:19]2[N:18]=[C:17]([C:16]3[N:15]4[C:11]([O:12][CH:13]=[CH:14]4)=[N:10][C:9]=3[C:3]3[CH:4]=[C:5]([F:8])[CH:6]=[CH:7][C:2]=3[F:1])[CH:22]=[CH:21][C:20]2=[N:23][N:24]=1)([CH3:37])([CH3:28])[CH3:26]. The yield is 0.660.